This data is from Peptide-MHC class I binding affinity with 185,985 pairs from IEDB/IMGT. The task is: Regression. Given a peptide amino acid sequence and an MHC pseudo amino acid sequence, predict their binding affinity value. This is MHC class I binding data. (1) The peptide sequence is PYCYDTNLL. The binding affinity (normalized) is 0.379. The MHC is HLA-A23:01 with pseudo-sequence HLA-A23:01. (2) The peptide sequence is EQYKFYSV. The MHC is H-2-Db with pseudo-sequence H-2-Db. The binding affinity (normalized) is 0.112. (3) The peptide sequence is RHYKRWPFY. The MHC is HLA-B08:01 with pseudo-sequence HLA-B08:01. The binding affinity (normalized) is 0.0847. (4) The peptide sequence is NLLSSNLSWL. The MHC is Patr-A0701 with pseudo-sequence Patr-A0701. The binding affinity (normalized) is 0.0118. (5) The MHC is HLA-A26:01 with pseudo-sequence HLA-A26:01. The peptide sequence is LTALRLCAY. The binding affinity (normalized) is 0.365. (6) The peptide sequence is ISEDMHTDK. The MHC is HLA-A26:01 with pseudo-sequence HLA-A26:01. The binding affinity (normalized) is 0.0847. (7) The peptide sequence is YTVAYPNL. The MHC is H-2-Db with pseudo-sequence H-2-Db. The binding affinity (normalized) is 0.